The task is: Predict the product of the given reaction.. This data is from Forward reaction prediction with 1.9M reactions from USPTO patents (1976-2016). Given the reactants [N+:1]([C:4]1[CH:9]=[CH:8][CH:7]=[CH:6][C:5]=1[NH:10][CH2:11][CH2:12][NH:13][CH2:14][C:15]1[CH:16]=[C:17]([C:21]([N:23]2[CH2:28][CH2:27][CH2:26][CH2:25][CH2:24]2)=[O:22])[CH:18]=[CH:19][CH:20]=1)([O-])=O.C1CCC=CC=1, predict the reaction product. The product is: [NH2:1][C:4]1[CH:9]=[CH:8][CH:7]=[CH:6][C:5]=1[NH:10][CH2:11][CH2:12][NH:13][CH2:14][C:15]1[CH:16]=[C:17]([C:21]([N:23]2[CH2:24][CH2:25][CH2:26][CH2:27][CH2:28]2)=[O:22])[CH:18]=[CH:19][CH:20]=1.